Dataset: Full USPTO retrosynthesis dataset with 1.9M reactions from patents (1976-2016). Task: Predict the reactants needed to synthesize the given product. (1) Given the product [Cl:1][C:2]1[CH:23]=[CH:22][C:5]([CH2:6][N:7]2[C:16]3[C:11](=[CH:12][C:13]([F:18])=[C:14]([N:28]4[CH2:29][CH2:30][CH:25]([OH:24])[CH2:26][CH2:27]4)[CH:15]=3)[C:10](=[O:19])[C:9]([C:20]#[N:21])=[CH:8]2)=[CH:4][CH:3]=1, predict the reactants needed to synthesize it. The reactants are: [Cl:1][C:2]1[CH:23]=[CH:22][C:5]([CH2:6][N:7]2[C:16]3[C:11](=[CH:12][C:13]([F:18])=[C:14](F)[CH:15]=3)[C:10](=[O:19])[C:9]([C:20]#[N:21])=[CH:8]2)=[CH:4][CH:3]=1.[OH:24][CH:25]1[CH2:30][CH2:29][NH:28][CH2:27][CH2:26]1. (2) Given the product [CH2:1]([O:3][C:4](=[O:14])[CH2:5][C:6]1[C:17]([CH3:18])=[CH:16][N:8]2[C:7]=1[CH:12]=[CH:11][C:10]([F:13])=[CH:9]2)[CH3:2], predict the reactants needed to synthesize it. The reactants are: [CH2:1]([O:3][C:4](=[O:14])[CH2:5][CH2:6][C:7]1[CH:12]=[CH:11][C:10]([F:13])=[CH:9][N:8]=1)[CH3:2].Br[CH2:16][C:17](=O)[CH3:18].N1C=CC=CC=1. (3) Given the product [C:33]([C:30]1([C:27]2[CH:26]=[CH:25][C:24]([CH2:23][N:7]([CH2:8][CH2:9][C:10]3[CH:15]=[CH:14][CH:13]=[C:12]([C:16]([F:19])([F:18])[F:17])[CH:11]=3)[C:5](=[O:6])[C:4]([F:20])([F:21])[F:3])=[CH:29][CH:28]=2)[CH2:31][CH2:32]1)#[N:34], predict the reactants needed to synthesize it. The reactants are: [H-].[Na+].[F:3][C:4]([F:21])([F:20])[C:5]([NH:7][CH2:8][CH2:9][C:10]1[CH:15]=[CH:14][CH:13]=[C:12]([C:16]([F:19])([F:18])[F:17])[CH:11]=1)=[O:6].Br[CH2:23][C:24]1[CH:29]=[CH:28][C:27]([C:30]2([C:33]#[N:34])[CH2:32][CH2:31]2)=[CH:26][CH:25]=1.O.